Dataset: Full USPTO retrosynthesis dataset with 1.9M reactions from patents (1976-2016). Task: Predict the reactants needed to synthesize the given product. (1) Given the product [Br:11][C:4]1[S:3][C:2]([NH:1][C:16](=[O:17])[C:15]2[CH:19]=[CH:20][C:21]([Cl:22])=[C:13]([Cl:12])[CH:14]=2)=[N:6][C:5]=1[C:7]([F:10])([F:8])[F:9], predict the reactants needed to synthesize it. The reactants are: [NH2:1][C:2]1[S:3][C:4]([Br:11])=[C:5]([C:7]([F:10])([F:9])[F:8])[N:6]=1.[Cl:12][C:13]1[CH:14]=[C:15]([CH:19]=[CH:20][C:21]=1[Cl:22])[C:16](Cl)=[O:17].Cl. (2) Given the product [C:1]([O:5][C:6]([N:8]1[C:17]2[C:12](=[CH:13][CH:14]=[C:15]([CH:18]=[O:19])[N:16]=2)[CH2:11][CH2:10][CH:9]1[CH3:20])=[O:7])([CH3:4])([CH3:2])[CH3:3], predict the reactants needed to synthesize it. The reactants are: [C:1]([O:5][C:6]([N:8]1[C:17]2[C:12](=[CH:13][CH:14]=[C:15]([CH2:18][OH:19])[N:16]=2)[CH2:11][CH2:10][CH:9]1[CH3:20])=[O:7])([CH3:4])([CH3:3])[CH3:2].CC(OI1(OC(C)=O)(OC(C)=O)OC(=O)C2C=CC=CC1=2)=O. (3) The reactants are: [CH3:1][O:2][C:3]1[CH:8]=[CH:7][CH:6]=[CH:5][C:4]=1[C:9]1[NH:10][C:11]2[C:16]([CH:17]=1)=[CH:15][C:14]([CH:18]1[CH2:23][CH2:22][NH:21][CH2:20][CH2:19]1)=[CH:13][CH:12]=2.[CH3:24][N:25]([CH2:33][CH2:34][CH:35]=O)C(=O)OC(C)(C)C.[Na].C(O)(=O)C. Given the product [CH3:1][O:2][C:3]1[CH:8]=[CH:7][CH:6]=[CH:5][C:4]=1[C:9]1[NH:10][C:11]2[C:16]([CH:17]=1)=[CH:15][C:14]([CH:18]1[CH2:23][CH2:22][N:21]([CH2:35][CH2:34][CH2:33][NH:25][CH3:24])[CH2:20][CH2:19]1)=[CH:13][CH:12]=2, predict the reactants needed to synthesize it. (4) Given the product [CH3:24][C:25]1[N:26]=[C:27]([N:35]2[CH2:39][CH2:38][N:37]([CH2:40][C:41]3[CH:46]=[CH:45][C:44]([C:47]([F:50])([F:49])[F:48])=[CH:43][CH:42]=3)[C:36]2=[O:51])[S:28][C:29]=1[C:30]([OH:32])=[O:31], predict the reactants needed to synthesize it. The reactants are: FC1(F)CC1CN1CCN(C2SC(C(OCC)=O)=C(C)N=2)C1=O.[CH3:24][C:25]1[N:26]=[C:27]([N:35]2[CH2:39][CH2:38][N:37]([CH2:40][C:41]3[CH:46]=[CH:45][C:44]([C:47]([F:50])([F:49])[F:48])=[CH:43][CH:42]=3)[C:36]2=[O:51])[S:28][C:29]=1[C:30]([O:32]CC)=[O:31].